This data is from Reaction yield outcomes from USPTO patents with 853,638 reactions. The task is: Predict the reaction yield, written as a fraction of the theoretical maximum amount of product (1.0 means a 100% yield; for example, 0.34 means a 34% yield). (1) The reactants are CCOP(OCC)([CH2:6][C:7]#[N:8])=O.[H-].[Na+].O=[C:15]1[CH2:19][N:18]([C:20]([O:22][C:23]([CH3:26])([CH3:25])[CH3:24])=[O:21])[C@H:17]([C:27]([O:29][CH3:30])=[O:28])[CH2:16]1.[Cl-].[NH4+]. The catalyst is C1COCC1.C(OCC)(=O)C. The product is [C:7]([CH:6]=[C:15]1[CH2:19][N:18]([C:20]([O:22][C:23]([CH3:26])([CH3:25])[CH3:24])=[O:21])[C@H:17]([C:27]([O:29][CH3:30])=[O:28])[CH2:16]1)#[N:8]. The yield is 0.800. (2) The reactants are CS(O[CH2:6][C@:7]1([C:19]2[CH:24]=[CH:23][CH:22]=[CH:21][N:20]=2)[CH2:9][C@@H:8]1[CH2:10][O:11][Si:12]([C:15]([CH3:18])([CH3:17])[CH3:16])([CH3:14])[CH3:13])(=O)=O.[C-:25]#[N:26].[Na+]. The catalyst is CS(C)=O.C(OCC)(=O)C. The product is [Si:12]([O:11][CH2:10][C@H:8]1[CH2:9][C@:7]1([CH2:6][C:25]#[N:26])[C:19]1[CH:24]=[CH:23][CH:22]=[CH:21][N:20]=1)([C:15]([CH3:18])([CH3:17])[CH3:16])([CH3:14])[CH3:13]. The yield is 0.731. (3) The reactants are Cl[S:2]([C:5]1[CH:13]=[CH:12][C:8]([C:9]([OH:11])=[O:10])=[CH:7][CH:6]=1)(=[O:4])=[O:3].[CH2:14]([NH2:20])[C:15]1[O:19][CH:18]=[CH:17][CH:16]=1.S(Cl)(Cl)(=O)=O. The catalyst is CC(C)=O. The product is [O:19]1[CH:18]=[CH:17][CH:16]=[C:15]1[CH2:14][NH:20][S:2]([C:5]1[CH:13]=[CH:12][C:8]([C:9]([OH:11])=[O:10])=[CH:7][CH:6]=1)(=[O:4])=[O:3]. The yield is 0.680. (4) The reactants are [H-].[Al+3].[Li+].[H-].[H-].[H-].[S:7]1[C:13]2[CH:14]=[CH:15][CH:16]=[CH:17][C:12]=2[C:11](=O)[NH:10][CH2:9][CH2:8]1.O. The catalyst is O1CCCC1. The product is [S:7]1[C:13]2[CH:14]=[CH:15][CH:16]=[CH:17][C:12]=2[CH2:11][NH:10][CH2:9][CH2:8]1. The yield is 0.900. (5) The reactants are [CH3:1][NH:2][S:3]([C:6]1[CH:7]=[CH:8][C:9]2[S:13][C:12]([C:14]([C:19]#[N:20])=[C:15](OC)[CH3:16])=[N:11][C:10]=2[CH:21]=1)(=O)=[O:4].[OH2:22].[NH2:23][NH2:24]. The catalyst is CO.Cl. The product is [CH3:1][NH:2][S:3]([C:6]1[CH:7]=[CH:8][C:9]2[S:13][C:12]([C:14]3[C:15]([CH3:16])=[N:23][NH:24][C:19]=3[NH2:20])=[N:11][C:10]=2[CH:21]=1)(=[O:4])=[O:22]. The yield is 0.430. (6) The reactants are C[O:2][C:3](=[O:24])[C:4]1[CH:9]=[CH:8][C:7]([CH2:10][C:11]2[CH:16]=[CH:15][C:14]([CH2:17][N:18]3[CH2:23][CH2:22][O:21][CH2:20][CH2:19]3)=[CH:13][CH:12]=2)=[CH:6][CH:5]=1.O1CCOCC1.Cl. No catalyst specified. The product is [N:18]1([CH2:17][C:14]2[CH:15]=[CH:16][C:11]([CH2:10][C:7]3[CH:8]=[CH:9][C:4]([C:3]([OH:24])=[O:2])=[CH:5][CH:6]=3)=[CH:12][CH:13]=2)[CH2:23][CH2:22][O:21][CH2:20][CH2:19]1. The yield is 0.500. (7) The reactants are CO[C:3](=[O:24])[C:4]1[CH:9]=[CH:8][C:7]([O:10][CH2:11][C:12]2[C:13]([C:18]3[CH:19]=[N:20][CH:21]=[CH:22][CH:23]=3)=[N:14][O:15][C:16]=2[CH3:17])=[N:6][CH:5]=1.COC(=O)C1C=CC(OCC2C(C3C=CC=C(F)C=3)=NOC=2C)=NC=1.[CH:50]1([NH2:53])[CH2:52][CH2:51]1. No catalyst specified. The product is [CH:50]1([NH:53][C:3](=[O:24])[C:4]2[CH:9]=[CH:8][C:7]([O:10][CH2:11][C:12]3[C:13]([C:18]4[CH:19]=[N:20][CH:21]=[CH:22][CH:23]=4)=[N:14][O:15][C:16]=3[CH3:17])=[N:6][CH:5]=2)[CH2:52][CH2:51]1. The yield is 0.830. (8) The reactants are [F:1][C:2]1[C:7]([CH:8]=[O:9])=[CH:6][CH:5]=[CH:4][C:3]=1[C:10]1[N:14]([S:15]([C:18]2[CH:19]=[N:20][CH:21]=[CH:22][CH:23]=2)(=[O:17])=[O:16])[CH:13]=[C:12]([CH2:24][N:25]([CH3:33])[C:26](=[O:32])[O:27][C:28]([CH3:31])([CH3:30])[CH3:29])[CH:11]=1.[BH4-].[Na+].CO.O. The catalyst is O1CCCC1. The product is [F:1][C:2]1[C:7]([CH2:8][OH:9])=[CH:6][CH:5]=[CH:4][C:3]=1[C:10]1[N:14]([S:15]([C:18]2[CH:19]=[N:20][CH:21]=[CH:22][CH:23]=2)(=[O:17])=[O:16])[CH:13]=[C:12]([CH2:24][N:25]([CH3:33])[C:26](=[O:32])[O:27][C:28]([CH3:29])([CH3:30])[CH3:31])[CH:11]=1. The yield is 0.610.